Dataset: Peptide-MHC class I binding affinity with 185,985 pairs from IEDB/IMGT. Task: Regression. Given a peptide amino acid sequence and an MHC pseudo amino acid sequence, predict their binding affinity value. This is MHC class I binding data. (1) The peptide sequence is KQNMRIRSK. The MHC is HLA-A02:11 with pseudo-sequence HLA-A02:11. The binding affinity (normalized) is 0.0847. (2) The peptide sequence is VAPYIALL. The MHC is Mamu-A01 with pseudo-sequence Mamu-A01. The binding affinity (normalized) is 0.850. (3) The MHC is HLA-B08:01 with pseudo-sequence HLA-B08:01. The peptide sequence is AEQTGVSHNL. The binding affinity (normalized) is 0.127.